This data is from Forward reaction prediction with 1.9M reactions from USPTO patents (1976-2016). The task is: Predict the product of the given reaction. (1) Given the reactants [OH:1][C:2]1[CH:9]=[C:8]([N+:10]([O-:12])=[O:11])[CH:7]=[CH:6][C:3]=1[C:4]#[N:5].C(=O)([O-])[O-].[K+].[K+].Br[CH2:20][CH3:21], predict the reaction product. The product is: [CH2:20]([O:1][C:2]1[CH:9]=[C:8]([N+:10]([O-:12])=[O:11])[CH:7]=[CH:6][C:3]=1[C:4]#[N:5])[CH3:21]. (2) Given the reactants [CH2:1]([O:3][C:4]([C:6]1[N:7]([CH3:22])[C:8]([CH2:20][CH3:21])=[C:9]([C:18]#[N:19])[C:10]=1[C:11]1[CH:16]=[CH:15][C:14]([OH:17])=[CH:13][CH:12]=1)=[O:5])[CH3:2].[H-].[Na+].O, predict the reaction product. The product is: [CH2:1]([O:3][C:4]([C:6]1[N:7]([CH3:22])[C:8]([CH2:20][CH3:21])=[C:9]([C:18]#[N:19])[C:10]=1[C:11]1[CH:16]=[CH:15][C:14]([O:17][CH2:8][CH2:9][CH2:10][C:6]#[N:7])=[CH:13][CH:12]=1)=[O:5])[CH3:2]. (3) Given the reactants C([O:3][C:4](=[O:42])[C:5]([N:7]([CH2:20][C:21]1[CH:26]=[CH:25][C:24]([C:27]([NH:29][CH2:30][CH2:31][CH2:32][CH2:33][CH2:34][CH2:35][CH2:36][CH2:37][CH2:38][CH2:39][CH2:40][CH3:41])=[O:28])=[CH:23][CH:22]=1)[CH:8]([C:10]1[C:19]2[C:14](=[CH:15][CH:16]=[CH:17][CH:18]=2)[CH:13]=[CH:12][CH:11]=1)[CH3:9])=[O:6])C.O.[OH-].[Li+], predict the reaction product. The product is: [CH2:30]([NH:29][C:27]([C:24]1[CH:23]=[CH:22][C:21]([CH2:20][N:7]([C:5](=[O:6])[C:4]([OH:42])=[O:3])[CH:8]([C:10]2[C:19]3[C:14](=[CH:15][CH:16]=[CH:17][CH:18]=3)[CH:13]=[CH:12][CH:11]=2)[CH3:9])=[CH:26][CH:25]=1)=[O:28])[CH2:31][CH2:32][CH2:33][CH2:34][CH2:35][CH2:36][CH2:37][CH2:38][CH2:39][CH2:40][CH3:41]. (4) Given the reactants Br[C:2]1[C:22]([F:23])=[CH:21][C:5]2[O:6][CH2:7][C:8]([F:20])([F:19])[C:9]3[S:13][C:12]([C:14]([O:16][CH2:17][CH3:18])=[O:15])=[N:11][C:10]=3[C:4]=2[CH:3]=1.[C:24]([C@:26]1([OH:33])[CH2:30][CH2:29][N:28]([CH3:31])[C:27]1=[O:32])#[CH:25], predict the reaction product. The product is: [F:19][C:8]1([F:20])[C:9]2[S:13][C:12]([C:14]([O:16][CH2:17][CH3:18])=[O:15])=[N:11][C:10]=2[C:4]2[CH:3]=[C:2]([C:25]#[C:24][C@:26]3([OH:33])[CH2:30][CH2:29][N:28]([CH3:31])[C:27]3=[O:32])[C:22]([F:23])=[CH:21][C:5]=2[O:6][CH2:7]1. (5) The product is: [Cl:15][C:16]1[CH:23]=[C:22]([Cl:24])[CH:21]=[CH:20][C:17]=1[CH2:18][C:9]1[C:8]2[C:12](=[CH:13][C:5]([C:3]([O:2][CH3:1])=[O:4])=[CH:6][CH:7]=2)[NH:11][C:10]=1[CH3:14]. Given the reactants [CH3:1][O:2][C:3]([C:5]1[CH:13]=[C:12]2[C:8]([CH:9]=[C:10]([CH3:14])[NH:11]2)=[CH:7][CH:6]=1)=[O:4].[Cl:15][C:16]1[CH:23]=[C:22]([Cl:24])[CH:21]=[CH:20][C:17]=1[CH2:18]Cl, predict the reaction product. (6) Given the reactants [F:1][C:2]([F:24])([F:23])[C:3]1[CH:22]=[CH:21][CH:20]=[CH:19][C:4]=1[O:5][CH:6]1[CH2:11][CH2:10][N:9]([C:12]2[N:17]=[CH:16][C:15]([NH2:18])=[CH:14][CH:13]=2)[CH2:8][CH2:7]1.[C:25]1([CH2:31][CH2:32][CH2:33][C:34](O)=[O:35])[CH:30]=[CH:29][CH:28]=[CH:27][CH:26]=1.CN(C(ON1N=NC2C=CC=NC1=2)=[N+](C)C)C.F[P-](F)(F)(F)(F)F.CCN(C(C)C)C(C)C, predict the reaction product. The product is: [C:25]1([CH2:31][CH2:32][CH2:33][C:34]([NH:18][C:15]2[CH:16]=[N:17][C:12]([N:9]3[CH2:8][CH2:7][CH:6]([O:5][C:4]4[CH:19]=[CH:20][CH:21]=[CH:22][C:3]=4[C:2]([F:1])([F:23])[F:24])[CH2:11][CH2:10]3)=[CH:13][CH:14]=2)=[O:35])[CH:30]=[CH:29][CH:28]=[CH:27][CH:26]=1. (7) Given the reactants [CH3:1][O:2][CH:3]([O:23][CH3:24])[C:4]1[N:13]=[C:12]2[C:7]([CH2:8][CH2:9][CH2:10][N:11]2[C:14]([O:16]C2C=CC=CC=2)=O)=[CH:6][CH:5]=1.[CH3:25][O:26][C:27]1[N:32]=[CH:31][N:30]=[C:29]([NH2:33])[CH:28]=1, predict the reaction product. The product is: [CH3:24][O:23][CH:3]([O:2][CH3:1])[C:4]1[N:13]=[C:12]2[C:7]([CH2:8][CH2:9][CH2:10][N:11]2[C:14]([NH:33][C:29]2[CH:28]=[C:27]([O:26][CH3:25])[N:32]=[CH:31][N:30]=2)=[O:16])=[CH:6][CH:5]=1. (8) The product is: [NH2:16][C:7]1[C:8]([C:11]([O:13][CH2:14][CH3:15])=[O:12])=[N:9][O:10][C:6]=1[CH:1]1[CH2:5][CH2:4][CH2:3][CH2:2]1. Given the reactants [CH:1]1([C:6]2[O:10][N:9]=[C:8]([C:11]([O:13][CH2:14][CH3:15])=[O:12])[C:7]=2[N+:16]([O-])=O)[CH2:5][CH2:4][CH2:3][CH2:2]1, predict the reaction product. (9) Given the reactants [NH:1]([C:3]1[N:8]([CH2:9][CH:10]([CH3:12])[CH3:11])[C:7](=[O:13])[N:6]([CH3:14])[C:5](=[O:15])[CH:4]=1)[NH2:2].[CH3:16][C:17]1[CH:18]=[C:19]2[C:23](=[CH:24][CH:25]=1)[NH:22][CH:21]=[C:20]2[CH:26]=O.[CH:28]([C:30]1[N:34]([CH3:35])[CH:33]=[C:32]([C:36]#[N:37])[CH:31]=1)=O, predict the reaction product. The product is: [CH2:9]([N:8]1[C:3]2=[N:1][N:2]([CH2:26][C:20]3[C:19]4[C:23](=[CH:24][CH:25]=[C:17]([CH3:16])[CH:18]=4)[NH:22][CH:21]=3)[C:28]([C:30]3[N:34]([CH3:35])[CH:33]=[C:32]([C:36]#[N:37])[CH:31]=3)=[C:4]2[C:5](=[O:15])[N:6]([CH3:14])[C:7]1=[O:13])[CH:10]([CH3:11])[CH3:12]. (10) The product is: [CH3:1][N:2]1[C:8]2[CH:7]=[C:6]([CH:5]=[O:4])[CH:11]=[CH:10][C:9]=2[N:12]=[CH:17]1. Given the reactants [CH3:1][NH2:2].C[O:4][C:5](=O)[C:6]1[CH:11]=[CH:10][C:9]([N+:12]([O-])=O)=[C:8](F)[CH:7]=1.[CH3:17]O, predict the reaction product.